From a dataset of Reaction yield outcomes from USPTO patents with 853,638 reactions. Predict the reaction yield, written as a fraction of the theoretical maximum amount of product (1.0 means a 100% yield; for example, 0.34 means a 34% yield). (1) The reactants are [N+:1]([C:4]1[CH:5]=[C:6]2[CH:12]=[C:11]([C:13]([OH:15])=O)[NH:10][C:7]2=[N:8][CH:9]=1)([O-:3])=[O:2].[CH3:16][N:17](C(ON1N=NC2C=CC=NC1=2)=[N+](C)C)C.F[P-](F)(F)(F)(F)F.CCN(C(C)C)C(C)C.Cl.CN. The catalyst is CN(C=O)C. The product is [CH3:16][NH:17][C:13]([C:11]1[NH:10][C:7]2=[N:8][CH:9]=[C:4]([N+:1]([O-:3])=[O:2])[CH:5]=[C:6]2[CH:12]=1)=[O:15]. The yield is 0.770. (2) The reactants are Br[C:2]([F:9])([F:8])[C:3]([O:5][CH2:6][CH3:7])=[O:4].Br[C:11]1[CH:16]=[CH:15][CH:14]=[CH:13][N:12]=1.P([O-])(O)(O)=O.[K+]. The catalyst is CS(C)=O.C(OCC)(=O)C.[Cu]. The product is [N:12]1[CH:13]=[CH:14][CH:15]=[CH:16][C:11]=1[C:2]([F:9])([F:8])[C:3]([O:5][CH2:6][CH3:7])=[O:4]. The yield is 0.820. (3) The reactants are [CH2:1]([N:3]([C:11]1[S:12][C:13]([CH2:16][N:17]2[CH2:22][CH2:21][CH:20]([C:23]3[CH:28]=[CH:27][CH:26]=[CH:25][CH:24]=3)[CH2:19][CH2:18]2)=[CH:14][N:15]=1)C(=O)OC(C)(C)C)[CH3:2].Cl. The catalyst is O1CCOCC1. The product is [CH2:1]([NH:3][C:11]1[S:12][C:13]([CH2:16][N:17]2[CH2:18][CH2:19][CH:20]([C:23]3[CH:28]=[CH:27][CH:26]=[CH:25][CH:24]=3)[CH2:21][CH2:22]2)=[CH:14][N:15]=1)[CH3:2]. The yield is 0.220. (4) The product is [F:8][C:9]1[C:10]([C:23]2[CH2:24][CH2:25][N:26]([CH3:29])[CH2:27][CH:28]=2)=[C:11]([NH2:15])[CH:12]=[N:13][CH:14]=1. The yield is 0.190. The catalyst is C(Cl)Cl. The reactants are C(O)(C(F)(F)F)=O.[F:8][C:9]1[C:10]([C:23]2[CH2:24][CH2:25][N:26]([CH3:29])[CH2:27][CH:28]=2)=[C:11]([NH:15]C(=O)OC(C)(C)C)[CH:12]=[N:13][CH:14]=1.